This data is from Catalyst prediction with 721,799 reactions and 888 catalyst types from USPTO. The task is: Predict which catalyst facilitates the given reaction. (1) Reactant: P(OCC)(OCC)OCC.[Br:11][C:12]1[C:13]([Cl:22])=[CH:14][C:15]2[C:16]([CH:21]=1)=[N+:17]([O-])[O:18][N:19]=2.[O-]Cl.[Na+]. Product: [Br:11][C:12]1[C:13]([Cl:22])=[CH:14][C:15]2=[N:19][O:18][N:17]=[C:16]2[CH:21]=1. The catalyst class is: 8. (2) Reactant: [Br:1][C:2]1[C:3]([CH3:10])=[C:4]([CH:8]=O)[CH:5]=[N:6][CH:7]=1.[CH2:11]([S:13]([NH2:16])(=[O:15])=[O:14])[CH3:12].[BH4-].[Na+]. Product: [Br:1][C:2]1[C:3]([CH3:10])=[C:4]([CH2:8][NH:16][S:13]([CH2:11][CH3:12])(=[O:15])=[O:14])[CH:5]=[N:6][CH:7]=1. The catalyst class is: 5. (3) Reactant: [C:1]([O:5][C:6]([N:8]1[CH2:11][C:10]([C:13]2[CH:18]=[CH:17][C:16](Br)=[CH:15][CH:14]=2)([F:12])[CH2:9]1)=[O:7])([CH3:4])([CH3:3])[CH3:2].[Li]CCCC.CN([CH:28]=[O:29])C.[NH4+].[Cl-]. Product: [F:12][C:10]1([C:13]2[CH:18]=[CH:17][C:16]([CH:28]=[O:29])=[CH:15][CH:14]=2)[CH2:11][N:8]([C:6]([O:5][C:1]([CH3:4])([CH3:3])[CH3:2])=[O:7])[CH2:9]1. The catalyst class is: 1. (4) Reactant: [F:1][C:2]1[CH:10]=[C:9]2[C:5]([C:6]([C:20]3[CH:21]=[C:22]4[C:26](=[CH:27][CH:28]=3)[N:25]([CH2:29][CH:30]3[CH2:35][CH2:34][N:33]([C:36]([O:38][C:39]([CH3:42])([CH3:41])[CH3:40])=[O:37])[CH2:32][CH2:31]3)[N:24]=[CH:23]4)=[CH:7][N:8]2S(C2C=CC=CC=2)(=O)=O)=[CH:4][CH:3]=1.FC1C=C2C(C(C3C=CC4C(=CN(CC5CCN(C(OC(C)(C)C)=O)CC5)N=4)C=3)=CN2S(C2C=CC=CC=2)(=O)=O)=CC=1.[OH-].[Na+]. The catalyst class is: 24. Product: [F:1][C:2]1[CH:10]=[C:9]2[C:5]([C:6]([C:20]3[CH:21]=[C:22]4[C:26](=[CH:27][CH:28]=3)[N:25]([CH2:29][CH:30]3[CH2:31][CH2:32][N:33]([C:36]([O:38][C:39]([CH3:42])([CH3:41])[CH3:40])=[O:37])[CH2:34][CH2:35]3)[N:24]=[CH:23]4)=[CH:7][NH:8]2)=[CH:4][CH:3]=1. (5) Reactant: [NH2:1][CH2:2][CH:3]1[CH2:8][CH2:7][O:6][CH2:5][CH2:4]1.F[C:10]1[CH:15]=[CH:14][C:13]([NH:16][C:17](=[O:19])[CH3:18])=[CH:12][C:11]=1[N+:20]([O-:22])=[O:21]. Product: [N+:20]([C:11]1[CH:12]=[C:13]([NH:16][C:17](=[O:19])[CH3:18])[CH:14]=[CH:15][C:10]=1[NH:1][CH2:2][CH:3]1[CH2:8][CH2:7][O:6][CH2:5][CH2:4]1)([O-:22])=[O:21]. The catalyst class is: 14. (6) Reactant: [CH2:1]([N:8]1[CH2:13][CH2:12][C@@H:11]([CH3:14])[C@@H:10]([N:15]2[C:23]3[C:22]([N+:24]([O-])=O)=[C:21]([NH:27][CH2:28][C:29]4[CH:34]=[CH:33][C:32]([O:35][CH3:36])=[C:31]([O:37][CH3:38])[CH:30]=4)[N:20]=[CH:19][C:18]=3[NH:17][C:16]2=[O:39])[CH2:9]1)[C:2]1[CH:7]=[CH:6][CH:5]=[CH:4][CH:3]=1.C(N1CC[C@H](C)[C@H](N2C3C([N+]([O-])=O)=C(NCC4C=CC(OC)=C(OC)C=4)N=CC=3NC2=O)C1)C1C=CC=CC=1.[NH4+].[Cl-]. Product: [NH2:24][C:22]1[C:23]2[N:15]([C@@H:10]3[C@H:11]([CH3:14])[CH2:12][CH2:13][N:8]([CH2:1][C:2]4[CH:7]=[CH:6][CH:5]=[CH:4][CH:3]=4)[CH2:9]3)[C:16](=[O:39])[NH:17][C:18]=2[CH:19]=[N:20][C:21]=1[NH:27][CH2:28][C:29]1[CH:34]=[CH:33][C:32]([O:35][CH3:36])=[C:31]([O:37][CH3:38])[CH:30]=1. The catalyst class is: 314.